Task: Predict which catalyst facilitates the given reaction.. Dataset: Catalyst prediction with 721,799 reactions and 888 catalyst types from USPTO Reactant: [Cl:1][C:2]1[CH:3]=[CH:4][C:5]([O:22][CH3:23])=[C:6]([C:8](=[O:21])/[CH:9]=[C:10]2\[S:11][CH:12]=[C:13]([CH3:20])[N:14]\2[CH2:15][CH:16]2[CH2:19][CH2:18][CH2:17]2)[CH:7]=1.[Br:24]N1C(=O)CCC1=O. Product: [Br:24][C:12]1[S:11]/[C:10](=[CH:9]\[C:8]([C:6]2[CH:7]=[C:2]([Cl:1])[CH:3]=[CH:4][C:5]=2[O:22][CH3:23])=[O:21])/[N:14]([CH2:15][CH:16]2[CH2:17][CH2:18][CH2:19]2)[C:13]=1[CH3:20]. The catalyst class is: 10.